From a dataset of Reaction yield outcomes from USPTO patents with 853,638 reactions. Predict the reaction yield, written as a fraction of the theoretical maximum amount of product (1.0 means a 100% yield; for example, 0.34 means a 34% yield). (1) The reactants are [NH2:1][C:2]1[C:7]([F:8])=[C:6]([C:9]2[CH:14]=[CH:13][C:12]([Cl:15])=[C:11]([O:16][CH3:17])[C:10]=2[F:18])[N:5]=[C:4]([C:19]([O:21][CH3:22])=[O:20])[CH:3]=1.[Cl:23]N1C(C)(C)C(=O)N(Cl)C1=O. The catalyst is C(#N)C. The product is [NH2:1][C:2]1[C:7]([F:8])=[C:6]([C:9]2[CH:14]=[CH:13][C:12]([Cl:15])=[C:11]([O:16][CH3:17])[C:10]=2[F:18])[N:5]=[C:4]([C:19]([O:21][CH3:22])=[O:20])[C:3]=1[Cl:23]. The yield is 1.00. (2) The reactants are Br[C:2]1[CH:7]=[CH:6][C:5]([S:8]([N:11]([CH3:13])[CH3:12])(=[O:10])=[O:9])=[CH:4][C:3]=1[F:14].[C:15]([C:17]1[N:21]([CH3:22])[C:20](B(O)O)=[CH:19][CH:18]=1)#[N:16].[F-].[K+].C(P(C(C)(C)C)C(C)(C)C)(C)(C)C. The catalyst is C1C=CC(/C=C/C(/C=C/C2C=CC=CC=2)=O)=CC=1.C1C=CC(/C=C/C(/C=C/C2C=CC=CC=2)=O)=CC=1.C1C=CC(/C=C/C(/C=C/C2C=CC=CC=2)=O)=CC=1.[Pd].[Pd]. The product is [C:15]([C:17]1[N:21]([CH3:22])[C:20]([C:2]2[CH:7]=[CH:6][C:5]([S:8]([N:11]([CH3:13])[CH3:12])(=[O:10])=[O:9])=[CH:4][C:3]=2[F:14])=[CH:19][CH:18]=1)#[N:16]. The yield is 0.280. (3) The reactants are [N:1]1[C:10]2[C:5](=[CH:6][CH:7]=[CH:8][CH:9]=2)[C:4]([CH:11]=[CH:12][CH2:13][NH2:14])=[CH:3][CH:2]=1. The catalyst is [Pd].CO. The product is [N:1]1[C:10]2[C:5](=[CH:6][CH:7]=[CH:8][CH:9]=2)[C:4]([CH2:11][CH2:12][CH2:13][NH2:14])=[CH:3][CH:2]=1. The yield is 0.763. (4) The reactants are [CH2:1]([O:8][C:9]1[CH:10]=[C:11]([CH:14]=[CH:15][CH:16]=1)[CH2:12][OH:13])[C:2]1[CH:7]=[CH:6][CH:5]=[CH:4][CH:3]=1.C(=O)([O-])O.[Na+].[I:22]Cl. The catalyst is CO. The product is [CH2:1]([O:8][C:9]1[CH:16]=[CH:15][C:14]([I:22])=[C:11]([CH:10]=1)[CH2:12][OH:13])[C:2]1[CH:3]=[CH:4][CH:5]=[CH:6][CH:7]=1. The yield is 0.710.